Dataset: Reaction yield outcomes from USPTO patents with 853,638 reactions. Task: Predict the reaction yield, written as a fraction of the theoretical maximum amount of product (1.0 means a 100% yield; for example, 0.34 means a 34% yield). The reactants are [H-].[Na+].[Si:3]([O:10][CH2:11][CH2:12][CH2:13][C@@:14]1([C:36]2[CH:41]=[CH:40][C:39]([F:42])=[CH:38][CH:37]=2)[O:19][C:18](=[O:20])[N:17]([C@H:21]([C:23]2[CH:28]=[CH:27][C:26]([C:29]3[CH:34]=[CH:33][C:32](=[O:35])[NH:31][CH:30]=3)=[CH:25][CH:24]=2)[CH3:22])[CH2:16][CH2:15]1)([C:6]([CH3:9])([CH3:8])[CH3:7])([CH3:5])[CH3:4].[CH3:43]I. The catalyst is C1COCC1. The product is [Si:3]([O:10][CH2:11][CH2:12][CH2:13][C@@:14]1([C:36]2[CH:37]=[CH:38][C:39]([F:42])=[CH:40][CH:41]=2)[O:19][C:18](=[O:20])[N:17]([C@H:21]([C:23]2[CH:24]=[CH:25][C:26]([C:29]3[CH:34]=[CH:33][C:32](=[O:35])[N:31]([CH3:43])[CH:30]=3)=[CH:27][CH:28]=2)[CH3:22])[CH2:16][CH2:15]1)([C:6]([CH3:7])([CH3:8])[CH3:9])([CH3:4])[CH3:5]. The yield is 1.00.